Dataset: Catalyst prediction with 721,799 reactions and 888 catalyst types from USPTO. Task: Predict which catalyst facilitates the given reaction. (1) Product: [CH3:30][C:27]1([CH3:31])[O:26][C@@H:25]([CH2:24][O:1][C:2]2[CH:7]=[CH:6][CH:5]=[CH:4][C:3]=2[C:8]2[CH:9]=[CH:10][C:11]3[N:12]([C:14]([C:18]([O:20][CH2:21][CH3:22])=[O:19])=[C:15]([CH3:17])[N:16]=3)[N:13]=2)[CH2:29][O:28]1. Reactant: [OH:1][C:2]1[CH:7]=[CH:6][CH:5]=[CH:4][C:3]=1[C:8]1[CH:9]=[CH:10][C:11]2[N:12]([C:14]([C:18]([O:20][CH2:21][CH3:22])=[O:19])=[C:15]([CH3:17])[N:16]=2)[N:13]=1.Cl[CH2:24][C@H:25]1[CH2:29][O:28][C:27]([CH3:31])([CH3:30])[O:26]1.C([O-])([O-])=O.[K+].[K+]. The catalyst class is: 3. (2) Reactant: [CH3:1][C@@:2]12[C@:18]([OH:21])([C:19]#[CH:20])[CH2:17][CH2:16][C@H:15]1[C@H:14]1[C@@H:5]([C:6]3[CH:7]=[CH:8][C:9]([OH:22])=[CH:10][C:11]=3[CH2:12][CH2:13]1)[CH2:4][CH2:3]2.[CH2:23]([OH:99])[C@H:24]1[O:29][C@@H:28]2[O:30][C@H:31]3[C@H:36]([OH:37])[C@@H:35]([OH:38])[C@@H:34]([O:39][C@H:40]4[C@H:45]([OH:46])[C@@H:44]([OH:47])[C@@H:43]([O:48][C@H:49]5[C@H:54]([OH:55])[C@@H:53]([OH:56])[C@@H:52]([O:57][C@H:58]6[C@H:63]([OH:64])[C@@H:62]([OH:65])[C@@H:61]([O:66][C@H:67]7[C@H:72]([OH:73])[C@@H:71]([OH:74])[C@@H:70]([O:75][C@H:76]8[C@H:82]([OH:83])[C@@H:81]([OH:84])[C@@H:79]([O:80][C@H:25]1[C@H:26]([OH:98])[C@H:27]2[OH:97])[O:78][C@@H:77]8[CH2:85][OH:86])[O:69][C@@H:68]7[CH2:87][OH:88])[O:60][C@@H:59]6[CH2:89][OH:90])[O:51][C@@H:50]5[CH2:91][OH:92])[O:42][C@@H:41]4[CH2:93][OH:94])[O:33][C@@H:32]3[CH2:95][OH:96]. Product: [CH3:1][C@@:2]12[C@:18]([OH:21])([C:19]#[CH:20])[CH2:17][CH2:16][C@H:15]1[C@H:14]1[C@@H:5]([C:6]3[CH:7]=[CH:8][C:9]([OH:22])=[CH:10][C:11]=3[CH2:12][CH2:13]1)[CH2:4][CH2:3]2.[CH2:89]([OH:90])[C@H:59]1[O:60][C@@H:61]2[O:66][C@H:67]3[C@H:72]([OH:73])[C@@H:71]([OH:74])[C@@H:70]([O:75][C@H:76]4[C@H:82]([OH:83])[C@@H:81]([OH:84])[C@@H:79]([O:80][C@H:25]5[C@H:26]([OH:98])[C@@H:27]([OH:97])[C@@H:28]([O:30][C@H:31]6[C@H:36]([OH:37])[C@@H:35]([OH:38])[C@@H:34]([O:39][C@H:40]7[C@H:45]([OH:46])[C@@H:44]([OH:47])[C@@H:43]([O:48][C@H:49]8[C@H:54]([OH:55])[C@@H:53]([OH:56])[C@@H:52]([O:57][C@H:58]1[C@H:63]([OH:64])[C@H:62]2[OH:65])[O:51][C@@H:50]8[CH2:91][OH:92])[O:42][C@@H:41]7[CH2:93][OH:94])[O:33][C@@H:32]6[CH2:95][OH:96])[O:29][C@@H:24]5[CH2:23][OH:99])[O:78][C@@H:77]4[CH2:85][OH:86])[O:69][C@@H:68]3[CH2:87][OH:88]. The catalyst class is: 95.